This data is from Reaction yield outcomes from USPTO patents with 853,638 reactions. The task is: Predict the reaction yield, written as a fraction of the theoretical maximum amount of product (1.0 means a 100% yield; for example, 0.34 means a 34% yield). The reactants are [C:1]1(C2C=CC=CC=2)[CH:6]=[CH:5][C:4]([CH2:7][N:8]([CH2:16][CH2:17][CH2:18][N:19]([CH2:29][C:30]2[CH:35]=[CH:34][C:33](C3C=CC=CC=3)=[CH:32][CH:31]=2)[C:20]([O:22][CH2:23][C:24]2[S:28][CH:27]=[N:26][CH:25]=2)=[O:21])[C:9](=[O:15])[O:10][C:11](C)(C)C)=[CH:3][CH:2]=1.C(N(C(C)C)CC)(C)C.ClC(OC)=O. No catalyst specified. The product is [CH2:7]([N:8]([CH2:16][CH2:17][CH2:18][N:19]([CH2:29][C:30]1[CH:31]=[CH:32][CH:33]=[CH:34][CH:35]=1)[C:20]([O:22][CH2:23][C:24]1[S:28][CH:27]=[N:26][CH:25]=1)=[O:21])[C:9](=[O:15])[O:10][CH3:11])[C:4]1[CH:5]=[CH:6][CH:1]=[CH:2][CH:3]=1. The yield is 0.540.